This data is from Catalyst prediction with 721,799 reactions and 888 catalyst types from USPTO. The task is: Predict which catalyst facilitates the given reaction. Reactant: [NH2:1][CH2:2][CH2:3][N:4]1[C:9](=[O:10])[C:8]([Br:11])=[C:7]([NH:12][C@@H:13]2[CH2:18][C@@H:17]3[CH2:19][C@@H:15]([C:16]3([CH3:21])[CH3:20])[C@H:14]2[CH3:22])[CH:6]=[N:5]1.C(N(CC)CC)C.[N:30]1[CH:35]=[CH:34][C:33]([C:36](Cl)=[O:37])=[CH:32][CH:31]=1.O. Product: [Br:11][C:8]1[C:9](=[O:10])[N:4]([CH2:3][CH2:2][NH:1][C:36]([C:33]2[CH:34]=[CH:35][N:30]=[CH:31][CH:32]=2)=[O:37])[N:5]=[CH:6][C:7]=1[NH:12][C@@H:13]1[CH2:18][C@@H:17]2[CH2:19][C@@H:15]([C:16]2([CH3:21])[CH3:20])[C@H:14]1[CH3:22]. The catalyst class is: 4.